This data is from Reaction yield outcomes from USPTO patents with 853,638 reactions. The task is: Predict the reaction yield, written as a fraction of the theoretical maximum amount of product (1.0 means a 100% yield; for example, 0.34 means a 34% yield). The yield is 0.850. The catalyst is C1(C)C=CC=CC=1. The reactants are [Br:1][C:2]1[CH:3]=[C:4](I)[CH:5]=[CH:6][CH:7]=1.[C:9]1(B(O)O)[C:22]2[CH:21]=[CH:20][C:19]3[C:14](=[CH:15][CH:16]=[CH:17][CH:18]=3)[C:13]=2[CH:12]=[CH:11][CH:10]=1.C(=O)([O-])[O-].[Na+].[Na+]. The product is [Br:1][C:2]1[CH:3]=[C:4]([C:21]2[C:22]3[C:13]([C:14]4[CH:15]=[CH:16][CH:17]=[CH:18][C:19]=4[CH:20]=2)=[CH:12][CH:11]=[CH:10][CH:9]=3)[CH:5]=[CH:6][CH:7]=1.